Dataset: Peptide-MHC class I binding affinity with 185,985 pairs from IEDB/IMGT. Task: Regression. Given a peptide amino acid sequence and an MHC pseudo amino acid sequence, predict their binding affinity value. This is MHC class I binding data. (1) The peptide sequence is EGIYTEGLM. The MHC is HLA-A02:01 with pseudo-sequence HLA-A02:01. The binding affinity (normalized) is 0.0373. (2) The peptide sequence is RPFLCCKCCY. The MHC is HLA-B54:01 with pseudo-sequence HLA-B54:01. The binding affinity (normalized) is 0.232.